From a dataset of Full USPTO retrosynthesis dataset with 1.9M reactions from patents (1976-2016). Predict the reactants needed to synthesize the given product. (1) The reactants are: Br[C:2]1[S:3][CH:4]=[C:5]([CH:7]=[O:8])[N:6]=1.[NH:9]1[CH2:14][CH2:13][O:12][CH2:11][CH2:10]1.CCOC(C)=O.CCCCCC.CCOC(C)=O. Given the product [O:12]1[CH2:13][CH2:14][N:9]([C:2]2[S:3][CH:4]=[C:5]([CH:7]=[O:8])[N:6]=2)[CH2:10][CH2:11]1, predict the reactants needed to synthesize it. (2) Given the product [CH3:24][C:23]1[CH:22]=[C:21]([CH3:25])[NH:20][C:19](=[O:26])[C:18]=1[CH2:17][NH:16][C:14]([C:4]1[C:5]2[CH:10]=[N:9][N:8]([CH:11]([CH3:13])[CH3:12])[C:6]=2[N:7]=[C:2]([C:32]([O:34][CH2:35][CH3:36])=[CH2:33])[CH:3]=1)=[O:15], predict the reactants needed to synthesize it. The reactants are: Br[C:2]1[CH:3]=[C:4]([C:14]([NH:16][CH2:17][C:18]2[C:19](=[O:26])[NH:20][C:21]([CH3:25])=[CH:22][C:23]=2[CH3:24])=[O:15])[C:5]2[CH:10]=[N:9][N:8]([CH:11]([CH3:13])[CH3:12])[C:6]=2[N:7]=1.C([Sn](CCCC)(CCCC)[C:32]([O:34][CH2:35][CH3:36])=[CH2:33])CCC.